From a dataset of Catalyst prediction with 721,799 reactions and 888 catalyst types from USPTO. Predict which catalyst facilitates the given reaction. (1) Reactant: [C:1]([O:5][C:6]([NH:8][C@@H:9]([CH2:20][C:21]([O:23][C:24]([CH3:27])([CH3:26])[CH3:25])=[O:22])[C:10]([O:12]N1C(=O)CCC1=O)=O)=[O:7])([CH3:4])([CH3:3])[CH3:2].[Cl:28][CH2:29][CH2:30][N:31]([CH2:40][CH2:41][Cl:42])[C:32]1[CH:37]=[CH:36][C:35]([CH3:38])=[C:34]([NH2:39])[CH:33]=1.C(N(CC)CC)C. Product: [Cl:28][CH2:29][CH2:30][N:31]([CH2:40][CH2:41][Cl:42])[C:32]1[CH:37]=[CH:36][C:35]([CH3:38])=[C:34]([NH:39][C:10](=[O:12])[C@@H:9]([NH:8][C:6]([O:5][C:1]([CH3:2])([CH3:3])[CH3:4])=[O:7])[CH2:20][C:21]([O:23][C:24]([CH3:25])([CH3:26])[CH3:27])=[O:22])[CH:33]=1. The catalyst class is: 10. (2) Reactant: [F:1][C:2]1[CH:7]=[CH:6][C:5]([NH:8][C:9]([C:11]2[N:12]([C:17]3[CH:22]=[CH:21][C:20]([CH3:23])=[CH:19][CH:18]=3)[C:13]([SH:16])=[N:14][CH:15]=2)=[O:10])=[CH:4][CH:3]=1.Cl[CH2:25][C:26]1[NH:27][C:28]2[CH:34]=[CH:33][CH:32]=[CH:31][C:29]=2[N:30]=1.C(=O)([O-])[O-].[K+].[K+]. Product: [F:1][C:2]1[CH:3]=[CH:4][C:5]([NH:8][C:9]([C:11]2[N:12]([C:17]3[CH:18]=[CH:19][C:20]([CH3:23])=[CH:21][CH:22]=3)[C:13]([S:16][CH2:25][C:26]3[NH:30][C:29]4[CH:31]=[CH:32][CH:33]=[CH:34][C:28]=4[N:27]=3)=[N:14][CH:15]=2)=[O:10])=[CH:6][CH:7]=1. The catalyst class is: 21. (3) Reactant: [CH3:1][O:2][C:3](=[O:22])[C@@H:4]([NH:13][C:14]([O:16][CH:17]1[CH2:21][CH2:20][CH2:19][CH2:18]1)=[O:15])[CH2:5][CH2:6][CH2:7][CH2:8][CH2:9][CH2:10][CH:11]=[O:12].CC(=CC)C.[O-:28]Cl=O.[Na+]. Product: [CH3:1][O:2][C:3](=[O:22])[C@@H:4]([NH:13][C:14]([O:16][CH:17]1[CH2:21][CH2:20][CH2:19][CH2:18]1)=[O:15])[CH2:5][CH2:6][CH2:7][CH2:8][CH2:9][CH2:10][C:11]([OH:28])=[O:12]. The catalyst class is: 218. (4) Reactant: CC1C=CC(S(O[CH2:12][CH:13]2[O:18][C:17]3[CH:19]=[C:20]([O:23][S:24]([CH3:27])(=[O:26])=[O:25])[CH:21]=[CH:22][C:16]=3[O:15][CH2:14]2)(=O)=O)=CC=1.[CH2:28]([NH:30][CH2:31][CH3:32])[CH3:29]. Product: [CH3:27][S:24]([O:23][C:20]1[CH:21]=[CH:22][C:16]2[O:15][CH2:14][CH:13]([CH2:12][N:30]([CH2:31][CH3:32])[CH2:28][CH3:29])[O:18][C:17]=2[CH:19]=1)(=[O:25])=[O:26]. The catalyst class is: 10. (5) Reactant: [CH2:1]([C:8]1[CH:13]=[C:12]([O:14][CH3:15])[CH:11]=[CH:10][C:9]=1[CH2:16][C:17]([OH:19])=O)[C:2]1[CH:7]=[CH:6][CH:5]=[CH:4][CH:3]=1.CN(C=O)C.C(Cl)(=O)C(Cl)=O.[Al+3].[Cl-].[Cl-].[Cl-]. Product: [CH3:15][O:14][C:12]1[CH:11]=[CH:10][C:9]2[CH2:16][C:17](=[O:19])[C:7]3[CH:6]=[CH:5][CH:4]=[CH:3][C:2]=3[CH2:1][C:8]=2[CH:13]=1. The catalyst class is: 2. (6) Reactant: [F:1][C:2]1[CH:30]=[C:29]([F:31])[CH:28]=[CH:27][C:3]=1[O:4][C:5]1[CH:10]=[CH:9][C:8]([S:11]([NH2:14])(=[O:13])=[O:12])=[CH:7][C:6]=1[C:15]1[C:23]2[C:18](=[C:19]([O:24]C)[N:20]=[CH:21][CH:22]=2)[N:17]([CH3:26])[CH:16]=1.Cl. Product: [F:1][C:2]1[CH:30]=[C:29]([F:31])[CH:28]=[CH:27][C:3]=1[O:4][C:5]1[CH:10]=[CH:9][C:8]([S:11]([NH2:14])(=[O:13])=[O:12])=[CH:7][C:6]=1[C:15]1[C:23]2[CH:22]=[CH:21][NH:20][C:19](=[O:24])[C:18]=2[N:17]([CH3:26])[CH:16]=1. The catalyst class is: 12. (7) Reactant: [CH:1]([C:4]1([CH2:9][CH2:10][OH:11])[O:8][CH2:7][CH2:6][O:5]1)([CH3:3])[CH3:2].C(N(CC)CC)C.[CH3:19][S:20](Cl)(=[O:22])=[O:21]. Product: [CH3:19][S:20]([O:11][CH2:10][CH2:9][C:4]1([CH:1]([CH3:3])[CH3:2])[O:8][CH2:7][CH2:6][O:5]1)(=[O:22])=[O:21]. The catalyst class is: 2.